From a dataset of Peptide-MHC class I binding affinity with 185,985 pairs from IEDB/IMGT. Regression. Given a peptide amino acid sequence and an MHC pseudo amino acid sequence, predict their binding affinity value. This is MHC class I binding data. (1) The MHC is HLA-A02:03 with pseudo-sequence HLA-A02:03. The peptide sequence is FQFICNLLL. The binding affinity (normalized) is 0.658. (2) The peptide sequence is YQKVGMQKY. The MHC is HLA-A11:01 with pseudo-sequence HLA-A11:01. The binding affinity (normalized) is 0.0344. (3) The peptide sequence is PIGMQFDKVY. The MHC is HLA-A33:01 with pseudo-sequence HLA-A33:01. The binding affinity (normalized) is 0.